This data is from Forward reaction prediction with 1.9M reactions from USPTO patents (1976-2016). The task is: Predict the product of the given reaction. (1) Given the reactants [C:1]([S:4][CH2:5][C:6]1[CH:7]=[C:8]([C:12]2[C:13]3[NH:17][C:16]([C:18]([C:58]4[CH:63]=[CH:62][CH:61]=[C:60]([CH2:64][S:65][C:66](=[O:68])[CH3:67])[CH:59]=4)=[C:19]4[N:57]=[C:22]([C:23]([C:46]5[CH:51]=[CH:50][CH:49]=[C:48]([CH2:52][S:53][C:54](=[O:56])[CH3:55])[CH:47]=5)=[C:24]5[NH:45][C:27](=[C:28]([C:34]6[CH:39]=[CH:38][CH:37]=[C:36]([CH2:40][S:41][C:42](=[O:44])[CH3:43])[CH:35]=6)[C:29]6[CH:30]=[CH:31][C:32]=2[N:33]=6)[CH:26]=[CH:25]5)[CH:21]=[CH:20]4)=[CH:15][CH:14]=3)[CH:9]=[CH:10][CH:11]=1)(=[O:3])[CH3:2].[Zn:69](OC(C)=O)OC(C)=O.O.O.O, predict the reaction product. The product is: [Zn+2:69].[C:66]([S:65][CH2:64][C:60]1[CH:59]=[C:58]([C:18]2[C:16]3[NH:17][C:13]([C:12]([C:8]4[CH:9]=[CH:10][CH:11]=[C:6]([CH2:5][S:4][C:1](=[O:3])[CH3:2])[CH:7]=4)=[C:32]4[N:33]=[C:29]([C:28]([C:34]5[CH:39]=[CH:38][CH:37]=[C:36]([CH2:40][S:41][C:42](=[O:44])[CH3:43])[CH:35]=5)=[C:27]5[NH:45][C:24](=[C:23]([C:46]6[CH:51]=[CH:50][CH:49]=[C:48]([CH2:52][S:53][C:54](=[O:56])[CH3:55])[CH:47]=6)[C:22]6[CH:21]=[CH:20][C:19]=2[N:57]=6)[CH:25]=[CH:26]5)[CH:30]=[CH:31]4)=[CH:14][CH:15]=3)[CH:63]=[CH:62][CH:61]=1)(=[O:68])[CH3:67]. (2) Given the reactants F[C:2]1[CH:3]=[N:4][CH:5]=[CH:6][C:7]=1[C:8]1[O:9][C:10]2[CH:16]=[CH:15][C:14]([C:17]([F:20])([F:19])[F:18])=[CH:13][C:11]=2[N:12]=1.C(=O)([O-])[O-].[K+].[K+].CN(C=O)C.[C:32]1([SH:38])[CH:37]=[CH:36][CH:35]=[CH:34][CH:33]=1, predict the reaction product. The product is: [C:32]1([S:38][C:2]2[CH:3]=[N:4][CH:5]=[CH:6][C:7]=2[C:8]2[O:9][C:10]3[CH:16]=[CH:15][C:14]([C:17]([F:20])([F:19])[F:18])=[CH:13][C:11]=3[N:12]=2)[CH:37]=[CH:36][CH:35]=[CH:34][CH:33]=1. (3) Given the reactants [CH:1]1([C:7]2[CH:12]=[CH:11][C:10]([NH:13][C:14](=[O:23])[C:15]3[CH:20]=[CH:19][C:18]([NH:21][NH2:22])=[N:17][CH:16]=3)=[CH:9][CH:8]=2)[CH2:6][CH2:5][CH2:4][CH2:3][CH2:2]1.C([O:26][CH:27]=[C:28]1[C:32](=O)[O:31][C:30]([CH3:34])=[N:29]1)C, predict the reaction product. The product is: [C:30]([NH:29][C:28]1[C:27](=[O:26])[N:21]([C:18]2[CH:19]=[CH:20][C:15]([C:14]([NH:13][C:10]3[CH:9]=[CH:8][C:7]([CH:1]4[CH2:2][CH2:3][CH2:4][CH2:5][CH2:6]4)=[CH:12][CH:11]=3)=[O:23])=[CH:16][N:17]=2)[NH:22][CH:32]=1)(=[O:31])[CH3:34]. (4) Given the reactants C(OC(=O)[N:7]([CH2:47][CH3:48])[CH2:8][C:9]1[CH:10]=[N:11][CH:12]=[C:13]([C:16]2[CH:17]=[C:18]3[C:22](=[CH:23][CH:24]=2)[N:21](C2CCCCO2)[N:20]=[C:19]3[C:31]2[NH:32][C:33]([CH3:46])=[C:34]([C:36]3[CH:41]=[CH:40][CH:39]=[C:38]([C:42]([F:45])([F:44])[F:43])[CH:37]=3)[N:35]=2)[C:14]=1[CH3:15])(C)(C)C.CC1C=CC(S(O)(=O)=O)=CC=1.[OH-].[Na+], predict the reaction product. The product is: [CH2:47]([NH:7][CH2:8][C:9]1[CH:10]=[N:11][CH:12]=[C:13]([C:16]2[CH:17]=[C:18]3[C:22](=[CH:23][CH:24]=2)[NH:21][N:20]=[C:19]3[C:31]2[NH:32][C:33]([CH3:46])=[C:34]([C:36]3[CH:41]=[CH:40][CH:39]=[C:38]([C:42]([F:43])([F:45])[F:44])[CH:37]=3)[N:35]=2)[C:14]=1[CH3:15])[CH3:48].